This data is from Full USPTO retrosynthesis dataset with 1.9M reactions from patents (1976-2016). The task is: Predict the reactants needed to synthesize the given product. (1) Given the product [NH2:12][C:3]1[CH:4]=[C:5]([C:8](=[O:11])[CH2:9][CH3:10])[CH:6]=[CH:7][C:2]=1[NH2:1], predict the reactants needed to synthesize it. The reactants are: [NH2:1][C:2]1[CH:7]=[CH:6][C:5]([C:8](=[O:11])[CH2:9][CH3:10])=[CH:4][C:3]=1[N+:12]([O-])=O. (2) Given the product [C:23]([O:19][CH2:18][C:17]([F:21])([F:20])[F:16])(=[O:24])[CH2:22][CH2:12][CH2:11][CH2:10][CH2:15][CH2:14][CH2:11][CH2:12][CH2:13][CH2:14][CH:15]=[CH2:10], predict the reactants needed to synthesize it. The reactants are: [CH2:10]1[CH2:15][CH2:14][CH:13](N=C=N[CH:10]2[CH2:15][CH2:14][CH2:13][CH2:12][CH2:11]2)[CH2:12][CH2:11]1.[F:16][C:17]([F:21])([F:20])[CH2:18][OH:19].[CH3:22][CH2:23][OH:24].